Task: Predict the product of the given reaction.. Dataset: Forward reaction prediction with 1.9M reactions from USPTO patents (1976-2016) (1) Given the reactants [NH2:1][C:2]1[CH:10]=[CH:9][CH:8]=[C:7]([Br:11])[C:3]=1[C:4](O)=[O:5].Cl.CN.[CH2:15]([N:17](CC)CC)C.Cl.CN(C)CCCN=C=NCC.ON1C2C=CC=CC=2N=N1, predict the reaction product. The product is: [NH2:1][C:2]1[CH:10]=[CH:9][CH:8]=[C:7]([Br:11])[C:3]=1[C:4]([NH:17][CH3:15])=[O:5]. (2) Given the reactants C(OC[CH:7]1[CH2:12][CH2:11]C(COCC2OC2)[CH2:9][CH2:8]1)C1[O:4][CH2:3]1.[CH3:19][CH:20](OC(C)=O)[CH2:21][O:22]C.C1(O)C=CC=CC=1.[C:35]1([CH3:42])[C:40]([OH:41])=[CH:39][CH:38]=[CH:37][CH:36]=1.C1(O)C=CC=CC=1, predict the reaction product. The product is: [CH2:3]=[O:4].[CH3:11][C:12]1[C:20]([CH3:19])=[C:21]([OH:22])[CH:9]=[CH:8][CH:7]=1.[CH3:42][C:35]1[CH:36]=[CH:37][CH:38]=[CH:39][C:40]=1[OH:41]. (3) The product is: [Cl:1][C:2]1[C:3]([O:29][C:30]2[CH:35]=[CH:34][N:33]=[C:32]([NH:42][C:40]([CH:37]3[CH2:39][CH2:38]3)=[O:41])[CH:31]=2)=[CH:4][C:5]([F:28])=[C:6]([NH:8][C:9]([C:11]2[C:12](=[O:27])[N:13]([C:20]3[CH:21]=[CH:22][C:23]([F:26])=[CH:24][CH:25]=3)[CH:14]=[CH:15][C:16]=2[O:17][CH2:18][CH3:19])=[O:10])[CH:7]=1. Given the reactants [Cl:1][C:2]1[C:3]([O:29][C:30]2[CH:35]=[CH:34][N:33]=[C:32](Cl)[CH:31]=2)=[CH:4][C:5]([F:28])=[C:6]([NH:8][C:9]([C:11]2[C:12](=[O:27])[N:13]([C:20]3[CH:25]=[CH:24][C:23]([F:26])=[CH:22][CH:21]=3)[CH:14]=[CH:15][C:16]=2[O:17][CH2:18][CH3:19])=[O:10])[CH:7]=1.[CH:37]1([C:40]([NH2:42])=[O:41])[CH2:39][CH2:38]1.C([O-])([O-])=O.[Cs+].[Cs+].CC1(C)C2C(=C(P(C3C=CC=CC=3)C3C=CC=CC=3)C=CC=2)OC2C(P(C3C=CC=CC=3)C3C=CC=CC=3)=CC=CC1=2, predict the reaction product.